Task: Predict which catalyst facilitates the given reaction.. Dataset: Catalyst prediction with 721,799 reactions and 888 catalyst types from USPTO Reactant: C(O[C:4]1[CH2:9][CH2:8][CH2:7][C:6](=[O:10])[CH:5]=1)C.[F:11][C:12]1[CH:17]=[CH:16][C:15]([Mg]Br)=[CH:14][CH:13]=1.Cl. Product: [F:11][C:12]1[CH:17]=[CH:16][C:15]([C:4]2[CH2:9][CH2:8][CH2:7][C:6](=[O:10])[CH:5]=2)=[CH:14][CH:13]=1. The catalyst class is: 30.